This data is from NCI-60 drug combinations with 297,098 pairs across 59 cell lines. The task is: Regression. Given two drug SMILES strings and cell line genomic features, predict the synergy score measuring deviation from expected non-interaction effect. (1) Drug 1: C1CN1C2=NC(=NC(=N2)N3CC3)N4CC4. Drug 2: CCN(CC)CCCC(C)NC1=C2C=C(C=CC2=NC3=C1C=CC(=C3)Cl)OC. Cell line: SK-MEL-28. Synergy scores: CSS=18.2, Synergy_ZIP=-1.68, Synergy_Bliss=-5.62, Synergy_Loewe=-6.65, Synergy_HSA=-3.48. (2) Drug 1: CC1C(C(CC(O1)OC2CC(CC3=C2C(=C4C(=C3O)C(=O)C5=C(C4=O)C(=CC=C5)OC)O)(C(=O)C)O)N)O.Cl. Drug 2: CCC1(CC2CC(C3=C(CCN(C2)C1)C4=CC=CC=C4N3)(C5=C(C=C6C(=C5)C78CCN9C7C(C=CC9)(C(C(C8N6C)(C(=O)OC)O)OC(=O)C)CC)OC)C(=O)OC)O.OS(=O)(=O)O. Cell line: IGROV1. Synergy scores: CSS=36.4, Synergy_ZIP=-4.10, Synergy_Bliss=4.40, Synergy_Loewe=5.94, Synergy_HSA=7.06. (3) Drug 1: CC(C)NC(=O)C1=CC=C(C=C1)CNNC.Cl. Drug 2: CC12CCC3C(C1CCC2OP(=O)(O)O)CCC4=C3C=CC(=C4)OC(=O)N(CCCl)CCCl.[Na+]. Cell line: NCI/ADR-RES. Synergy scores: CSS=5.10, Synergy_ZIP=1.23, Synergy_Bliss=7.54, Synergy_Loewe=0.904, Synergy_HSA=1.10. (4) Drug 1: CS(=O)(=O)CCNCC1=CC=C(O1)C2=CC3=C(C=C2)N=CN=C3NC4=CC(=C(C=C4)OCC5=CC(=CC=C5)F)Cl. Drug 2: CC1CCCC2(C(O2)CC(NC(=O)CC(C(C(=O)C(C1O)C)(C)C)O)C(=CC3=CSC(=N3)C)C)C. Cell line: SNB-75. Synergy scores: CSS=44.0, Synergy_ZIP=1.64, Synergy_Bliss=1.21, Synergy_Loewe=-8.79, Synergy_HSA=3.72. (5) Drug 1: CCCS(=O)(=O)NC1=C(C(=C(C=C1)F)C(=O)C2=CNC3=C2C=C(C=N3)C4=CC=C(C=C4)Cl)F. Drug 2: C1=CN(C(=O)N=C1N)C2C(C(C(O2)CO)O)O.Cl. Cell line: TK-10. Synergy scores: CSS=36.5, Synergy_ZIP=-8.12, Synergy_Bliss=2.06, Synergy_Loewe=-10.9, Synergy_HSA=4.49. (6) Drug 1: C1=CN(C=N1)CC(O)(P(=O)(O)O)P(=O)(O)O. Drug 2: CC(C)(C#N)C1=CC(=CC(=C1)CN2C=NC=N2)C(C)(C)C#N. Cell line: HL-60(TB). Synergy scores: CSS=3.29, Synergy_ZIP=-3.37, Synergy_Bliss=-2.34, Synergy_Loewe=-0.290, Synergy_HSA=-0.252. (7) Drug 1: CCCCCOC(=O)NC1=NC(=O)N(C=C1F)C2C(C(C(O2)C)O)O. Drug 2: C1=NC2=C(N=C(N=C2N1C3C(C(C(O3)CO)O)F)Cl)N. Cell line: HOP-92. Synergy scores: CSS=5.81, Synergy_ZIP=-2.98, Synergy_Bliss=3.50, Synergy_Loewe=-22.3, Synergy_HSA=-2.02.